This data is from Reaction yield outcomes from USPTO patents with 853,638 reactions. The task is: Predict the reaction yield, written as a fraction of the theoretical maximum amount of product (1.0 means a 100% yield; for example, 0.34 means a 34% yield). (1) The reactants are C1([O:7][C:8](=O)[N:9]([C:19]2[CH:24]=[C:23]([O:25][C:26]3[CH:31]=[CH:30][C:29]([NH:32][C:33]([C:35]4([C:38](=[O:47])[NH:39][C:40]5[CH:45]=[CH:44][C:43]([F:46])=[CH:42][CH:41]=5)[CH2:37][CH2:36]4)=[O:34])=[CH:28][C:27]=3[F:48])[CH:22]=[CH:21][N:20]=2)C(OC2C=CC=CC=2)=O)C=CC=CC=1.Cl.Cl.[N:52]1([CH:56]2[CH2:61][CH2:60][NH:59][CH2:58][CH2:57]2)[CH2:55][CH2:54][CH2:53]1.C(N(CC)CC)C. The catalyst is CN(C)C=O. The product is [N:52]1([CH:56]2[CH2:61][CH2:60][N:59]([C:8]([NH:9][C:19]3[CH:24]=[C:23]([O:25][C:26]4[CH:31]=[CH:30][C:29]([NH:32][C:33]([C:35]5([C:38]([NH:39][C:40]6[CH:41]=[CH:42][C:43]([F:46])=[CH:44][CH:45]=6)=[O:47])[CH2:37][CH2:36]5)=[O:34])=[CH:28][C:27]=4[F:48])[CH:22]=[CH:21][N:20]=3)=[O:7])[CH2:58][CH2:57]2)[CH2:55][CH2:54][CH2:53]1. The yield is 0.590. (2) The reactants are Br[C:2]1[N:3]=[C:4]([S:11][CH3:12])[C:5]2[N:6]([CH:8]=[CH:9][N:10]=2)[CH:7]=1.C(=O)([O-])[O-].[K+].[K+].[C:19]1(B(O)O)[CH:24]=[CH:23][CH:22]=[CH:21][CH:20]=1. The catalyst is C(O)CC.CN1C(=O)CCC1.C1C=CC(P(C2C=CC=CC=2)C2C=CC=CC=2)=CC=1.C1C=CC(P(C2C=CC=CC=2)C2C=CC=CC=2)=CC=1.Cl[Pd]Cl.C1(P(C2C=CC=CC=2)C2C=CC=CC=2)C=CC=CC=1. The yield is 0.907. The product is [CH3:12][S:11][C:4]1[C:5]2[N:6]([CH:8]=[CH:9][N:10]=2)[CH:7]=[C:2]([C:19]2[CH:24]=[CH:23][CH:22]=[CH:21][CH:20]=2)[N:3]=1. (3) The reactants are [CH2:1]([N:8]([CH2:13][CH2:14][OH:15])[CH2:9][C@H:10](O)[CH3:11])[C:2]1[CH:7]=[CH:6][CH:5]=[CH:4][CH:3]=1.[OH-].[K+].CC1C=CC(S([Cl:28])(=O)=O)=CC=1.Cl. The catalyst is O1CCOCC1.COCCOCCN(CCOCCOC)CCOCCOC. The product is [ClH:28].[CH2:1]([N:8]1[CH2:13][CH2:14][O:15][C@H:10]([CH3:11])[CH2:9]1)[C:2]1[CH:3]=[CH:4][CH:5]=[CH:6][CH:7]=1. The yield is 0.330. (4) The reactants are [CH:1]([S:14][CH2:15][C:16]([NH2:18])=[O:17])([C:8]1[CH:13]=[CH:12][CH:11]=[CH:10][CH:9]=1)[C:2]1[CH:7]=[CH:6][CH:5]=[CH:4][CH:3]=1.[O-]O.C1(C(C)C)C=CC=CC=1.C([C@H]([C@@H](C(OCC)=O)O)O)(OCC)=[O:31].C(N(C(C)C)CC)(C)C. The catalyst is C1(C)C=CC=CC=1.O. The product is [CH:5]1[CH:6]=[CH:7][C:2]([CH:1]([S@@:14]([CH2:15][C:16]([NH2:18])=[O:17])=[O:31])[C:8]2[CH:9]=[CH:10][CH:11]=[CH:12][CH:13]=2)=[CH:3][CH:4]=1. The yield is 0.884.